Predict the product of the given reaction. From a dataset of Forward reaction prediction with 1.9M reactions from USPTO patents (1976-2016). (1) Given the reactants [C:1]([O:5][C:6](=[O:23])[CH2:7][N:8]1[C:12]([C:13]([O:15][CH2:16][CH3:17])=[O:14])=[C:11]2[C@H:18]3[CH2:22][C@H:19]3[CH:20]([OH:21])[C:10]2=[N:9]1)([CH3:4])([CH3:3])[CH3:2].CC(OI1(OC(C)=O)(OC(C)=O)OC(=O)C2C=CC=CC1=2)=O, predict the reaction product. The product is: [C:1]([O:5][C:6](=[O:23])[CH2:7][N:8]1[C:12]([C:13]([O:15][CH2:16][CH3:17])=[O:14])=[C:11]2[C@H:18]3[CH2:22][C@H:19]3[C:20](=[O:21])[C:10]2=[N:9]1)([CH3:2])([CH3:3])[CH3:4]. (2) Given the reactants [CH:1]([S:4][C:5]1[CH:13]=[CH:12][C:11]([S:14]([CH3:17])(=[O:16])=[O:15])=[CH:10][C:6]=1[C:7]([OH:9])=O)([CH3:3])[CH3:2].FC(F)(F)C(O)=O.[F:25][C:26]([F:39])([F:38])[C:27]1[S:31][C:30]([N:32]2[CH2:37][CH2:36][NH:35][CH2:34][CH2:33]2)=[N:29][N:28]=1, predict the reaction product. The product is: [CH:1]([S:4][C:5]1[CH:13]=[CH:12][C:11]([S:14]([CH3:17])(=[O:16])=[O:15])=[CH:10][C:6]=1[C:7]([N:35]1[CH2:34][CH2:33][N:32]([C:30]2[S:31][C:27]([C:26]([F:38])([F:25])[F:39])=[N:28][N:29]=2)[CH2:37][CH2:36]1)=[O:9])([CH3:2])[CH3:3]. (3) Given the reactants Br[CH2:2][C:3]([C:5]1[C:10]([CH3:11])=[CH:9][C:8]([C:12]2[CH:17]=[CH:16][CH:15]=[CH:14][CH:13]=2)=[CH:7][C:6]=1[CH3:18])=O.[NH2:19][C:20]([NH2:22])=[S:21], predict the reaction product. The product is: [CH3:18][C:6]1[CH:7]=[C:8]([C:12]2[CH:17]=[CH:16][CH:15]=[CH:14][CH:13]=2)[CH:9]=[C:10]([CH3:11])[C:5]=1[C:3]1[N:19]=[C:20]([NH2:22])[S:21][CH:2]=1. (4) Given the reactants [C:1]([O:5][C:6](=[O:19])[NH:7][CH2:8][CH2:9][N:10]1[C:14](I)=[C:13]([I:16])[N:12]=[C:11]1[CH2:17][CH3:18])([CH3:4])([CH3:3])[CH3:2].CC[Mg+].[Br-].CCOCC.O, predict the reaction product. The product is: [C:1]([O:5][C:6](=[O:19])[NH:7][CH2:8][CH2:9][N:10]1[CH:14]=[C:13]([I:16])[N:12]=[C:11]1[CH2:17][CH3:18])([CH3:4])([CH3:3])[CH3:2]. (5) Given the reactants Br[C:2]1[CH:7]=[CH:6][N:5]=[C:4]([NH2:8])[C:3]=1[NH2:9].[C:10]([C:14]1[N:18]=[C:17]([C:19]([NH:21][CH2:22][C:23]2[CH:28]=[CH:27][C:26](B(O)O)=[CH:25][C:24]=2[F:32])=[O:20])[O:16][N:15]=1)([CH3:13])([CH3:12])[CH3:11].C(=O)([O-])[O-].[K+].[K+], predict the reaction product. The product is: [C:10]([C:14]1[N:18]=[C:17]([C:19]([NH:21][CH2:22][C:23]2[CH:28]=[CH:27][C:26]([C:2]3[CH:7]=[CH:6][N:5]=[C:4]([NH2:8])[C:3]=3[NH2:9])=[CH:25][C:24]=2[F:32])=[O:20])[O:16][N:15]=1)([CH3:13])([CH3:11])[CH3:12]. (6) Given the reactants [Br:1][C:2]1[C:3]([CH:17]2OCC[O:18]2)=[CH:4][C:5]2[C:6]([CH3:16])([CH3:15])[C:7](=[O:14])[CH2:8][C:9]([CH3:13])([CH3:12])[C:10]=2[CH:11]=1.Cl, predict the reaction product. The product is: [Br:1][C:2]1[C:3]([CH:17]=[O:18])=[CH:4][C:5]2[C:6]([CH3:16])([CH3:15])[C:7](=[O:14])[CH2:8][C:9]([CH3:12])([CH3:13])[C:10]=2[CH:11]=1. (7) Given the reactants [NH:1]1[CH:5]=[C:4]([C:6]2[C:7]([C:12]3[CH:17]=[CH:16][CH:15]=[CH:14][CH:13]=3)=[N:8][O:9][C:10]=2[CH3:11])[N:3]=[CH:2]1.I[C:19]1[CH:24]=[CH:23][C:22]([O:25][CH3:26])=[CH:21][CH:20]=1, predict the reaction product. The product is: [CH3:26][O:25][C:22]1[CH:23]=[CH:24][C:19]([N:1]2[CH:5]=[C:4]([C:6]3[C:7]([C:12]4[CH:13]=[CH:14][CH:15]=[CH:16][CH:17]=4)=[N:8][O:9][C:10]=3[CH3:11])[N:3]=[CH:2]2)=[CH:20][CH:21]=1. (8) The product is: [NH:8]1[CH2:13][CH2:12][CH:11]([CH2:14][NH:15][C:16]2[CH:21]=[C:20]([C:22]([F:23])([F:25])[F:24])[CH:19]=[CH:18][C:17]=2[C:26]2[N:27]=[CH:28][N:29]=[C:30]([O:32][C:33]3[C:38]4[N:39]=[C:40]([NH:42][C:43](=[O:45])[CH3:44])[S:41][C:37]=4[CH:36]=[CH:35][CH:34]=3)[CH:31]=2)[CH2:10][CH2:9]1. Given the reactants C(OC([N:8]1[CH2:13][CH2:12][CH:11]([CH2:14][NH:15][C:16]2[CH:21]=[C:20]([C:22]([F:25])([F:24])[F:23])[CH:19]=[CH:18][C:17]=2[C:26]2[CH:31]=[C:30]([O:32][C:33]3[C:38]4[N:39]=[C:40]([NH:42][C:43](=[O:45])[CH3:44])[S:41][C:37]=4[CH:36]=[CH:35][CH:34]=3)[N:29]=[CH:28][N:27]=2)[CH2:10][CH2:9]1)=O)(C)(C)C.FC(F)(F)C(O)=O, predict the reaction product.